This data is from Full USPTO retrosynthesis dataset with 1.9M reactions from patents (1976-2016). The task is: Predict the reactants needed to synthesize the given product. (1) Given the product [CH2:1]([O:3][C:4]([C:6]1[CH:7]([C:18]2[CH:23]=[CH:22][C:21]([F:24])=[CH:20][CH:19]=2)[N:8]([CH3:25])[C:9](=[O:17])[N:10]([CH2:12][O:13][CH2:14][CH2:15][CH3:16])[CH:11]=1)=[O:5])[CH3:2], predict the reactants needed to synthesize it. The reactants are: [CH2:1]([O:3][C:4]([C:6]1[CH:7]([C:18]2[CH:23]=[CH:22][C:21]([F:24])=[CH:20][CH:19]=2)[NH:8][C:9](=[O:17])[N:10]([CH2:12][O:13][CH2:14][CH2:15][CH3:16])[CH:11]=1)=[O:5])[CH3:2].[CH3:25][Si](C)(C)N[Si](C)(C)C.[K].CI.[NH4+].[Cl-]. (2) Given the product [S:42]1[CH:43]=[C:39]([CH2:38][N:28]([C@@H:29]([CH3:37])[CH:30]([O:31][CH2:32][CH3:33])[O:34][CH2:35][CH3:36])[C:26]([C@H:13]([CH2:14][CH2:15][CH2:16][CH2:17][NH:18][C:19](=[O:25])[O:20][C:21]([CH3:22])([CH3:24])[CH3:23])[NH:12][C:8](=[O:10])[CH2:7][O:6][NH:5][C:4](=[O:11])[NH:3][CH2:1][CH3:2])=[O:27])[C:40]2[CH:47]=[CH:46][CH:45]=[CH:44][C:41]1=2, predict the reactants needed to synthesize it. The reactants are: [CH2:1]([NH:3][C:4](=[O:11])[NH:5][O:6][CH2:7][C:8]([OH:10])=O)[CH3:2].[NH2:12][C@H:13]([C:26]([N:28]([CH2:38][C:39]1[C:40]2[CH:47]=[CH:46][CH:45]=[CH:44][C:41]=2[S:42][CH:43]=1)[C@@H:29]([CH3:37])[CH:30]([O:34][CH2:35][CH3:36])[O:31][CH2:32][CH3:33])=[O:27])[CH2:14][CH2:15][CH2:16][CH2:17][NH:18][C:19](=[O:25])[O:20][C:21]([CH3:24])([CH3:23])[CH3:22]. (3) Given the product [CH3:25][C:24]([NH2:33])([CH2:26][C:27]1[CH:28]=[CH:29][CH:30]=[CH:31][CH:32]=1)[CH3:23].[CH3:1][C:2]1([CH3:22])[O:10][C@@H:9]2[C@@H:4]([CH2:5][O:6][C@@:7]3([CH2:16][O:17][S:18]([NH2:21])(=[O:20])=[O:19])[O:13][C:12]([CH3:14])([CH3:15])[O:11][C@H:8]32)[O:3]1, predict the reactants needed to synthesize it. The reactants are: [CH3:1][C:2]1([CH3:22])[O:10][C@@H:9]2[C@@H:4]([CH2:5][O:6][C@@:7]3([CH2:16][O:17][S:18]([NH2:21])(=[O:20])=[O:19])[O:13][C:12]([CH3:15])([CH3:14])[O:11][C@H:8]32)[O:3]1.[CH3:23][C:24]([NH2:33])([CH2:26][C:27]1[CH:28]=[CH:29][CH:30]=[CH:31][CH:32]=1)[CH3:25].CC(N)(CC1C=CC=CC=1)C.Cl. (4) Given the product [N:28]1[CH:27]=[C:32]([C:2]#[C:1][C:3]2[CH:4]=[N:5][N:6]3[C:11]([C:12]([F:14])([F:13])[F:15])=[CH:10][C:9]([C:16]4[CH:21]=[CH:20][C:19]([C:22]([F:25])([F:24])[F:23])=[CH:18][CH:17]=4)=[N:8][C:7]=23)[CH:31]=[N:30][CH:29]=1, predict the reactants needed to synthesize it. The reactants are: [C:1]([C:3]1[CH:4]=[N:5][N:6]2[C:11]([C:12]([F:15])([F:14])[F:13])=[CH:10][C:9]([C:16]3[CH:21]=[CH:20][C:19]([C:22]([F:25])([F:24])[F:23])=[CH:18][CH:17]=3)=[N:8][C:7]=12)#[CH:2].Br[C:27]1[CH:32]=[CH:31][N:30]=[CH:29][N:28]=1.C(P(C(C)(C)C)C(C)(C)C)(C)(C)C.C(NC(C)C)(C)C. (5) Given the product [C:12]([C:13]1[CH:14]=[C:15]([NH2:16])[N:2]([C:4]2[CH:9]=[N:8][C:7]([CH3:10])=[CH:6][CH:5]=2)[N:3]=1)([CH3:19])([CH3:18])[CH3:11], predict the reactants needed to synthesize it. The reactants are: Cl.[NH:2]([C:4]1[CH:5]=[CH:6][C:7]([CH3:10])=[N:8][CH:9]=1)[NH2:3].[CH3:11][C:12]([CH3:19])([CH3:18])[C:13](=O)[CH2:14][C:15]#[N:16].